Task: Predict the reaction yield, written as a fraction of the theoretical maximum amount of product (1.0 means a 100% yield; for example, 0.34 means a 34% yield).. Dataset: Reaction yield outcomes from USPTO patents with 853,638 reactions The reactants are [CH3:1][C:2]1([C:7]([OH:9])=O)[CH2:6][S:5][S:4][CH2:3]1.C([N:12](CC)CC)C.ClC(OCC(C)C)=O.N. The catalyst is C1COCC1.O.C(O)(C)C. The product is [CH3:1][C:2]1([C:7]([NH2:12])=[O:9])[CH2:6][S:5][S:4][CH2:3]1. The yield is 0.600.